Dataset: Plasma protein binding rate (PPBR) regression data from AstraZeneca. Task: Regression/Classification. Given a drug SMILES string, predict its absorption, distribution, metabolism, or excretion properties. Task type varies by dataset: regression for continuous measurements (e.g., permeability, clearance, half-life) or binary classification for categorical outcomes (e.g., BBB penetration, CYP inhibition). For this dataset (ppbr_az), we predict Y. The compound is O=C(N[C@H](Cc1ccc(Cl)cc1)C(=O)N1CCC(Cn2cncn2)(C2CCCCC2)CC1)[C@H]1Cc2ccccc2CN1. The Y is 99.3 %.